Dataset: Full USPTO retrosynthesis dataset with 1.9M reactions from patents (1976-2016). Task: Predict the reactants needed to synthesize the given product. (1) The reactants are: Br.[NH2:2][CH2:3][CH2:4][CH2:5][CH2:6][C:7]1[CH:12]=[CH:11][C:10]([OH:13])=[CH:9][CH:8]=1.[C:14]1(=O)[O:19][C:17](=[O:18])[C:16]2=[CH:20][CH:21]=[CH:22][CH:23]=[C:15]12.C(N(CC)CC)C. Given the product [OH:13][C:10]1[CH:9]=[CH:8][C:7]([CH2:6][CH2:5][CH2:4][CH2:3][N:2]2[C:17](=[O:18])[C:16]3[C:15](=[CH:23][CH:22]=[CH:21][CH:20]=3)[C:14]2=[O:19])=[CH:12][CH:11]=1, predict the reactants needed to synthesize it. (2) Given the product [CH3:8][C@@H:9]1[O:14][C@@H:13]([O:15][C@H:16]2[C@H:21]([O:22][C:23]3[C:24]4[O:78][C:74]5=[C:75]([Cl:77])[CH:76]=[C:71]([CH:72]=[CH:73]5)[C@@H:70]([OH:79])[C@@H:69]5[NH:80][C:81](=[O:82])[C@@H:50]([C:51]6[CH:52]=[CH:53][C:54]([OH:86])=[C:55]([C:57]7[C:62]([OH:63])=[CH:61][C:60]([OH:64])=[CH:59][C:58]=7[C@@H:65]([C:83]([OH:85])=[O:84])[NH:66][C:67]5=[O:68])[CH:56]=6)[NH:49][C:47](=[O:48])[C@H:46]5[C:26](=[CH:27][C:28]=3[O:29][C:30]3[CH:31]=[CH:32][C:33]([C@@H:37]([OH:101])[C@@H:38]([NH:91][C:92]([C@H:94]([NH:99][CH3:100])[CH2:95][CH:96]([CH3:97])[CH3:98])=[O:93])[C:39]([NH:41][C@@H:42]([CH2:87][C:88]([NH2:90])=[O:89])[C:43]([NH:45]5)=[O:44])=[O:40])=[CH:34][C:35]=3[Cl:36])[CH:25]=4)[O:20][C@H:19]([CH2:102][OH:103])[C@@H:18]([OH:104])[C@@H:17]2[OH:105])[CH2:12][C@@:11]([NH2:107])([CH3:106])[C@@H:10]1[OH:108], predict the reactants needed to synthesize it. The reactants are: C(N(CC)CC)C.[CH3:8][C@@H:9]1[O:14][C@@H:13]([O:15][C@H:16]2[C@H:21]([O:22][C:23]3[C:24]4[O:78][C:74]5=[C:75]([Cl:77])[CH:76]=[C:71]([CH:72]=[CH:73]5)[C@@H:70]([OH:79])[C@@H:69]5[NH:80][C:81](=[O:82])[C@@H:50]([C:51]6[CH:52]=[CH:53][C:54]([OH:86])=[C:55]([C:57]7[C:62]([OH:63])=[CH:61][C:60]([OH:64])=[CH:59][C:58]=7[C@@H:65]([C:83]([OH:85])=[O:84])[NH:66][C:67]5=[O:68])[CH:56]=6)[NH:49][C:47](=[O:48])[C@H:46]5[C:26](=[CH:27][C:28]=3[O:29][C:30]3[CH:31]=[CH:32][C:33]([C@@H:37]([OH:101])[C@@H:38]([NH:91][C:92]([C@H:94]([NH:99][CH3:100])[CH2:95][CH:96]([CH3:98])[CH3:97])=[O:93])[C:39]([NH:41][C@@H:42]([CH2:87][C:88]([NH2:90])=[O:89])[C:43]([NH:45]5)=[O:44])=[O:40])=[CH:34][C:35]=3[Cl:36])[CH:25]=4)[O:20][C@H:19]([CH2:102][OH:103])[C@@H:18]([OH:104])[C@@H:17]2[OH:105])[CH2:12][C@@:11]([NH2:107])([CH3:106])[C@@H:10]1[OH:108].Cl.ON1C2C=CC=CC=2SC1.C1(N=C=NC2CCCCC2)CCCCC1. (3) Given the product [CH3:22][NH:23][CH:2]([C:4]1[CH:12]=[CH:11][CH:10]=[C:9]2[C:5]=1[CH:6]=[CH:7][N:8]2[S:13]([C:16]1[CH:21]=[CH:20][CH:19]=[CH:18][CH:17]=1)(=[O:15])=[O:14])[CH3:3], predict the reactants needed to synthesize it. The reactants are: I[CH:2]([C:4]1[CH:12]=[CH:11][CH:10]=[C:9]2[C:5]=1[CH:6]=[CH:7][N:8]2[S:13]([C:16]1[CH:21]=[CH:20][CH:19]=[CH:18][CH:17]=1)(=[O:15])=[O:14])[CH3:3].[CH3:22][NH2:23]. (4) Given the product [CH2:1]([O:3][C:4]([C:6]1[N:7]([CH2:6][C:4]([O:3][CH2:1][CH3:2])=[O:5])[C:8]2[C:13]([C:14]=1[CH2:15][C:16]1[C:25]3[C:20](=[CH:21][CH:22]=[CH:23][CH:24]=3)[CH:19]=[CH:18][CH:17]=1)=[CH:12][CH:11]=[CH:10][CH:9]=2)=[O:5])[CH3:2], predict the reactants needed to synthesize it. The reactants are: [CH2:1]([O:3][C:4]([C:6]1[NH:7][C:8]2[C:13]([C:14]=1[CH2:15][C:16]1[C:25]3[C:20](=[CH:21][CH:22]=[CH:23][CH:24]=3)[CH:19]=[CH:18][CH:17]=1)=[CH:12][CH:11]=[CH:10][CH:9]=2)=[O:5])[CH3:2].[H-].[Na+]. (5) Given the product [CH2:1]([O:8][C:9]1[CH:17]=[C:16]([F:18])[CH:15]=[C:14]2[C:10]=1[C:11]([CH2:19][CH2:20][OH:21])=[CH:12][NH:13]2)[C:2]1[CH:3]=[CH:4][CH:5]=[CH:6][CH:7]=1, predict the reactants needed to synthesize it. The reactants are: [CH2:1]([O:8][C:9]1[CH:17]=[C:16]([F:18])[CH:15]=[C:14]2[C:10]=1[C:11]([C:19](=O)[C:20](OC)=[O:21])=[CH:12][NH:13]2)[C:2]1[CH:7]=[CH:6][CH:5]=[CH:4][CH:3]=1.[H-].[H-].[H-].[H-].[Li+].[Al+3].